Dataset: Forward reaction prediction with 1.9M reactions from USPTO patents (1976-2016). Task: Predict the product of the given reaction. (1) Given the reactants C1(P(C2C=CC=CC=2)C2C=CC=CC=2)C=CC=CC=1.[O:20]1[CH2:25][CH2:24][O:23][C:22]2[CH:26]=[C:27]([C:30]3[CH:37]=[CH:36][CH:35]=[C:34]([CH2:38][OH:39])[C:31]=3[C:32]#[N:33])[CH:28]=[CH:29][C:21]1=2.[Br:40][C:41]1[C:42](O)=[CH:43][C:44]([OH:49])=[C:45]([CH:48]=1)[CH:46]=[O:47].N(C(OC(C)C)=O)=NC(OC(C)C)=O, predict the reaction product. The product is: [Br:40][C:41]1[CH:48]=[C:45]([CH:46]=[O:47])[C:44]([OH:49])=[CH:43][C:42]=1[O:39][CH2:38][C:34]1[CH:35]=[CH:36][CH:37]=[C:30]([C:27]2[CH:28]=[CH:29][C:21]3[O:20][CH2:25][CH2:24][O:23][C:22]=3[CH:26]=2)[C:31]=1[C:32]#[N:33]. (2) Given the reactants C1C=CC(P(C2C=CC3C(=CC=CC=3)C=2C2C3C(=CC=CC=3)C=CC=2P(C2C=CC=CC=2)C2C=CC=CC=2)C2C=CC=CC=2)=CC=1.Br[C:48]1[C:49]([C:64]2[CH:69]=[CH:68][CH:67]=[C:66]([O:70][CH3:71])[CH:65]=2)=[C:50]([CH3:63])[C:51]([C:61]#[N:62])=[C:52]2[C:56]=1[O:55][C:54]([C:57]([CH3:60])([CH3:59])[CH3:58])=[N:53]2.[CH3:72][N:73]([CH3:79])[C@H:74]1[CH2:78][CH2:77][NH:76][CH2:75]1.CC(C)([O-])C.[Na+].O.C(=O)(O)[O-].[Na+], predict the reaction product. The product is: [C:57]([C:54]1[O:55][C:56]2[C:52](=[C:51]([C:61]#[N:62])[C:50]([CH3:63])=[C:49]([C:64]3[CH:69]=[CH:68][CH:67]=[C:66]([O:70][CH3:71])[CH:65]=3)[C:48]=2[N:76]2[CH2:77][CH2:78][C@H:74]([N:73]([CH3:79])[CH3:72])[CH2:75]2)[N:53]=1)([CH3:60])([CH3:59])[CH3:58]. (3) The product is: [F:20][C:21]1[CH:22]=[CH:23][C:24]([C:2]2[C:7]([CH3:8])=[CH:6][C:5]([C:9]3[N:10]=[N:11][N:12]([CH2:14][C:15]([OH:17])([CH3:18])[CH3:16])[N:13]=3)=[CH:4][C:3]=2[CH3:19])=[C:25]2[C:29]=1[C@H:28]([O:30][C:31]1[CH:44]=[CH:43][C:34]3[C@H:35]([CH2:38][C:39]([O:41][CH3:42])=[O:40])[CH2:36][O:37][C:33]=3[CH:32]=1)[CH2:27][CH2:26]2. Given the reactants Br[C:2]1[C:7]([CH3:8])=[CH:6][C:5]([C:9]2[N:10]=[N:11][N:12]([CH2:14][C:15]([CH3:18])([OH:17])[CH3:16])[N:13]=2)=[CH:4][C:3]=1[CH3:19].[F:20][C:21]1[CH:22]=[CH:23][C:24](B2OC(C)(C)C(C)(C)O2)=[C:25]2[C:29]=1[C@H:28]([O:30][C:31]1[CH:44]=[CH:43][C:34]3[C@H:35]([CH2:38][C:39]([O:41][CH3:42])=[O:40])[CH2:36][O:37][C:33]=3[CH:32]=1)[CH2:27][CH2:26]2.BrC1C=CC(F)=C2C=1CC[C@H]2OC1C=CC2[C@H](CC(OC)=O)COC=2C=1, predict the reaction product. (4) Given the reactants Cl.C[O:3][C:4]([C:6]1[S:7][C:8]([C:27]#[C:28][C:29]([CH3:32])([CH3:31])[CH3:30])=[CH:9][C:10]=1[N:11]([C:18]([CH:20]1[CH2:25][CH2:24][CH:23]([CH3:26])[CH2:22][CH2:21]1)=[O:19])[CH:12]1[CH2:17][CH2:16][NH:15][CH2:14][CH2:13]1)=[O:5].[O:33]1[CH:37]2[O:38][CH2:39][CH2:40][CH:36]2[C@@H:35]([O:41][C:42](=[O:52])C2C=CC([N+]([O-])=O)=CC=2)[CH2:34]1.O1CCC(O)CC1, predict the reaction product. The product is: [O:33]1[CH:37]2[O:38][CH2:39][CH2:40][CH:36]2[C@@H:35]([O:41][C:42]([N:15]2[CH2:16][CH2:17][CH:12]([N:11]([C:10]3[CH:9]=[C:8]([C:27]#[C:28][C:29]([CH3:32])([CH3:30])[CH3:31])[S:7][C:6]=3[C:4]([OH:3])=[O:5])[C:18]([CH:20]3[CH2:25][CH2:24][CH:23]([CH3:26])[CH2:22][CH2:21]3)=[O:19])[CH2:13][CH2:14]2)=[O:52])[CH2:34]1. (5) Given the reactants [H-].[Na+].[CH2:3]([O:5][C:6]([C:8]1[NH:9][C:10]2[C:15]([CH:16]=1)=[CH:14][C:13]([Cl:17])=[CH:12][CH:11]=2)=[O:7])[CH3:4].[CH3:18][C:19]1[CH:20]=[C:21]([CH:24]=[CH:25][CH:26]=1)[CH2:22]Br.O, predict the reaction product. The product is: [CH2:3]([O:5][C:6]([C:8]1[N:9]([CH2:18][C:19]2[CH:26]=[CH:25][CH:24]=[C:21]([CH3:22])[CH:20]=2)[C:10]2[C:15]([CH:16]=1)=[CH:14][C:13]([Cl:17])=[CH:12][CH:11]=2)=[O:7])[CH3:4]. (6) Given the reactants [H-].[Na+].[CH3:3][C:4]1([CH3:11])[O:8][C@H:7]([CH2:9][OH:10])[CH2:6][O:5]1.Cl[C:13]1[N:18]=[C:17]([NH2:19])[CH:16]=[CH:15][N:14]=1.O, predict the reaction product. The product is: [CH3:3][C:4]1([CH3:11])[O:8][C@H:7]([CH2:9][O:10][C:13]2[N:18]=[C:17]([NH2:19])[CH:16]=[CH:15][N:14]=2)[CH2:6][O:5]1. (7) Given the reactants [CH2:1]([O:3][CH:4]([CH2:10][C:11]1[CH:16]=[CH:15][C:14]([OH:17])=[CH:13][CH:12]=1)[C:5]([O:7][CH2:8][CH3:9])=[O:6])[CH3:2].P([O-])([O-])([O-])=O.C([O-])(=O)C, predict the reaction product. The product is: [CH2:1]([O:3][C@@H:4]([CH2:10][C:11]1[CH:12]=[CH:13][C:14]([OH:17])=[CH:15][CH:16]=1)[C:5]([OH:7])=[O:6])[CH3:2].[CH2:1]([O:3][C@H:4]([CH2:10][C:11]1[CH:12]=[CH:13][C:14]([OH:17])=[CH:15][CH:16]=1)[C:5]([O:7][CH2:8][CH3:9])=[O:6])[CH3:2].